From a dataset of Forward reaction prediction with 1.9M reactions from USPTO patents (1976-2016). Predict the product of the given reaction. (1) Given the reactants [Si]([O:8][CH2:9][C@@H:10]([N:14]1[C:23]2[C:18](=[CH:19][C:20]([CH2:26][NH:27][C:28]3[C:33]([F:34])=[CH:32][C:31]([F:35])=[CH:30][C:29]=3[F:36])=[C:21]([O:24][CH3:25])[N:22]=2)[C:17](=[O:37])[C:16]([C:38]([O:40]CC)=[O:39])=[CH:15]1)[CH:11]([CH3:13])[CH3:12])(C(C)(C)C)(C)C.C[O-].[Na+].Cl, predict the reaction product. The product is: [OH:8][CH2:9][C@@H:10]([N:14]1[C:23]2[C:18](=[CH:19][C:20]([CH2:26][NH:27][C:28]3[C:29]([F:36])=[CH:30][C:31]([F:35])=[CH:32][C:33]=3[F:34])=[C:21]([O:24][CH3:25])[N:22]=2)[C:17](=[O:37])[C:16]([C:38]([OH:40])=[O:39])=[CH:15]1)[CH:11]([CH3:13])[CH3:12]. (2) Given the reactants [CH2:1]([C:8]1[CH:9]=[CH:10][C:11]2[O:15][C:14](B(O)O)=[CH:13][C:12]=2[CH:19]=1)[C:2]1[CH:7]=[CH:6][CH:5]=[CH:4][CH:3]=1.Br[C:21]1[CH:22]=[C:23]([CH:33]=[CH:34][CH:35]=1)[CH2:24][N:25]1[CH2:28][CH:27]([C:29]([O:31][CH3:32])=[O:30])[CH2:26]1, predict the reaction product. The product is: [CH2:1]([C:8]1[CH:9]=[CH:10][C:11]2[O:15][C:14]([C:21]3[CH:22]=[C:23]([CH:33]=[CH:34][CH:35]=3)[CH2:24][N:25]3[CH2:28][CH:27]([C:29]([O:31][CH3:32])=[O:30])[CH2:26]3)=[CH:13][C:12]=2[CH:19]=1)[C:2]1[CH:7]=[CH:6][CH:5]=[CH:4][CH:3]=1. (3) Given the reactants [NH2:1][C:2]1[C:3]([NH:10][C:11]2[CH:16]=[CH:15][C:14]([Br:17])=[CH:13][C:12]=2[F:18])=[CH:4][C:5](=[O:9])[N:6]([CH3:8])[CH:7]=1.[CH:19]1([S:22](Cl)(=[O:24])=[O:23])[CH2:21][CH2:20]1, predict the reaction product. The product is: [Br:17][C:14]1[CH:15]=[CH:16][C:11]([NH:10][C:3]2[C:2]([NH:1][S:22]([CH:19]3[CH2:21][CH2:20]3)(=[O:24])=[O:23])=[CH:7][N:6]([CH3:8])[C:5](=[O:9])[CH:4]=2)=[C:12]([F:18])[CH:13]=1.